This data is from Reaction yield outcomes from USPTO patents with 853,638 reactions. The task is: Predict the reaction yield, written as a fraction of the theoretical maximum amount of product (1.0 means a 100% yield; for example, 0.34 means a 34% yield). (1) The reactants are [CH3:1][N:2]([CH2:13][C:14]1[N:18]([CH2:19][CH:20]2[O:25][CH2:24][CH2:23][NH:22][CH2:21]2)[C:17]2[CH:26]=[CH:27][CH:28]=[CH:29][C:16]=2[N:15]=1)[CH:3]1[C:12]2[N:11]=[CH:10][CH:9]=[CH:8][C:7]=2[CH2:6][CH2:5][CH2:4]1.[CH3:30]N(CC1N(CC2CCCN(C)C2)C2C=CC=CC=2N=1)C1C2N=CC=CC=2CCC1. No catalyst specified. The product is [CH3:1][N:2]([CH2:13][C:14]1[N:18]([CH2:19][CH:20]2[O:25][CH2:24][CH2:23][N:22]([CH3:30])[CH2:21]2)[C:17]2[CH:26]=[CH:27][CH:28]=[CH:29][C:16]=2[N:15]=1)[CH:3]1[C:12]2[N:11]=[CH:10][CH:9]=[CH:8][C:7]=2[CH2:6][CH2:5][CH2:4]1. The yield is 0.890. (2) The reactants are [CH2:1]([O:3][C:4](=[O:13])[CH2:5][CH:6]([CH:11]=O)[C:7]([F:10])([F:9])[F:8])[CH3:2].[F:14][C:15]([F:29])([F:28])[C:16]1[CH:17]=[C:18]([C@H:22]2[O:27][CH2:26][CH2:25][NH:24][CH2:23]2)[CH:19]=[CH:20][CH:21]=1.FC(F)(F)C1C=C([C@@H]2CO2)C=CC=1.C(O)(=O)C.C(O[BH-](OC(=O)C)OC(=O)C)(=O)C.[Na+]. The catalyst is C(OCC)(=O)C.ClCCl. The product is [CH2:1]([O:3][C:4](=[O:13])[CH2:5][CH:6]([CH2:11][N:24]1[CH2:25][CH2:26][O:27][C@H:22]([C:18]2[CH:19]=[CH:20][CH:21]=[C:16]([C:15]([F:28])([F:29])[F:14])[CH:17]=2)[CH2:23]1)[C:7]([F:10])([F:9])[F:8])[CH3:2]. The yield is 0.660. (3) The reactants are [CH:1]12[O:6][CH:5]1[CH2:4][N:3]([C:7]1[N:12]=[C:11]([C:13]3[CH:18]=[CH:17][C:16]([O:19][C:20]4[CH:25]=[CH:24][C:23]([F:26])=[CH:22][CH:21]=4)=[CH:15][CH:14]=3)[N:10]=[C:9]([C:27]([NH2:29])=[O:28])[CH:8]=1)[CH2:2]2.C1C[O:33]CC1. The catalyst is O. The product is [OH:6][CH:1]1[CH:5]([OH:33])[CH2:4][N:3]([C:7]2[N:12]=[C:11]([C:13]3[CH:18]=[CH:17][C:16]([O:19][C:20]4[CH:25]=[CH:24][C:23]([F:26])=[CH:22][CH:21]=4)=[CH:15][CH:14]=3)[N:10]=[C:9]([C:27]([NH2:29])=[O:28])[CH:8]=2)[CH2:2]1. The yield is 0.170. (4) The yield is 0.260. The reactants are Cl[CH2:2][C:3]1[N:4]([CH3:29])[C:5]2[C:10]([N:11]=1)=[C:9]([N:12]1[CH2:17][CH2:16][O:15][CH2:14][CH2:13]1)[N:8]=[C:7]([N:18]1[C:22]3[CH:23]=[CH:24][CH:25]=[CH:26][C:21]=3[N:20]=[C:19]1[CH2:27][CH3:28])[N:6]=2.[CH3:30][S:31]([CH2:34][CH2:35][N:36]1[CH2:41][CH2:40][NH:39][CH2:38][C:37]1([CH3:43])[CH3:42])(=[O:33])=[O:32].C([O-])([O-])=O.[K+].[K+]. The product is [CH3:42][C:37]1([CH3:43])[N:36]([CH2:35][CH2:34][S:31]([CH3:30])(=[O:32])=[O:33])[CH2:41][CH2:40][N:39]([CH2:2][C:3]2[N:4]([CH3:29])[C:5]3[C:10]([N:11]=2)=[C:9]([N:12]2[CH2:17][CH2:16][O:15][CH2:14][CH2:13]2)[N:8]=[C:7]([N:18]2[C:22]4[CH:23]=[CH:24][CH:25]=[CH:26][C:21]=4[N:20]=[C:19]2[CH2:27][CH3:28])[N:6]=3)[CH2:38]1. The catalyst is CN(C=O)C.CCOC(C)=O. (5) The product is [C:1]([O:5][C:6]([N:8]1[CH2:13][CH2:12][CH:11]([NH:14][C:30]([CH:27]2[CH2:28][CH2:29][N:25]([C:23]([O:22][CH2:15][C:16]3[CH:21]=[CH:20][CH:19]=[CH:18][CH:17]=3)=[O:24])[CH2:26]2)=[O:31])[CH2:10][CH2:9]1)=[O:7])([CH3:4])([CH3:2])[CH3:3]. The catalyst is ClCCl.CN(C)C1C=CN=CC=1. The reactants are [C:1]([O:5][C:6]([N:8]1[CH2:13][CH2:12][CH:11]([NH2:14])[CH2:10][CH2:9]1)=[O:7])([CH3:4])([CH3:3])[CH3:2].[CH2:15]([O:22][C:23]([N:25]1[CH2:29][CH2:28][CH:27]([C:30](O)=[O:31])[CH2:26]1)=[O:24])[C:16]1[CH:21]=[CH:20][CH:19]=[CH:18][CH:17]=1.Cl.CN(C)CCCN=C=NCC. The yield is 0.950. (6) The reactants are C([O:8][C@H:9]([C@@H:11]([N:14]1[C:18](=[O:19])[N:17]([C:20]2[CH:25]=[CH:24][C:23]([N:26]3[CH2:31][CH2:30][N:29]([C:32]4[CH:37]=[CH:36][C:35](O)=[CH:34][CH:33]=4)[CH2:28][CH2:27]3)=[CH:22][CH:21]=2)[CH:16]=[N:15]1)[CH2:12][CH3:13])[CH3:10])C1C=CC=CC=1.CS(C)=O.[OH-].[Na+].[N:45]1([CH2:50][C@@:51]2([C:68]3[CH:73]=[CH:72][C:71]([F:74])=[CH:70][C:69]=3[F:75])[O:55][CH2:54][C@@H:53]([CH2:56][O:57]S(C3C=CC(C)=CC=3)(=O)=O)[CH2:52]2)[CH:49]=[N:48][CH:47]=[N:46]1. The yield is 0.980. The catalyst is C(O)(C)C.O. The product is [CH3:13][CH2:12][C@H:11]([N:14]1[N:15]=[CH:16][N:17]([C:20]2[CH:25]=[CH:24][C:23]([N:26]3[CH2:27][CH2:28][N:29]([C:32]4[CH:33]=[CH:34][C:35]([O:57][CH2:56][C@@H:53]5[CH2:54][O:55][C@:51]([C:68]6[CH:73]=[CH:72][C:71]([F:74])=[CH:70][C:69]=6[F:75])([CH2:50][N:45]6[N:46]=[CH:47][N:48]=[CH:49]6)[CH2:52]5)=[CH:36][CH:37]=4)[CH2:30][CH2:31]3)=[CH:22][CH:21]=2)[C:18]1=[O:19])[C@@H:9]([OH:8])[CH3:10].